This data is from Catalyst prediction with 721,799 reactions and 888 catalyst types from USPTO. The task is: Predict which catalyst facilitates the given reaction. (1) Reactant: C1(C)C=CC=CC=1.[CH:8]1([O:14][C:15]([O:17][CH:18]([O:20][C:21]([C:23]2[C:28]3[N:29]([CH2:35][C:36]4[CH:41]=[CH:40][C:39]([C:42]5[CH:47]=[CH:46][CH:45]=[CH:44][C:43]=5[C:48]5[N:52](C(C6C=CC=CC=6)(C6C=CC=CC=6)C6C=CC=CC=6)[N:51]=[N:50][N:49]=5)=[CH:38][CH:37]=4)[C:30]([O:32][CH2:33][CH3:34])=[N:31][C:27]=3[CH:26]=[CH:25][CH:24]=2)=[O:22])[CH3:19])=[O:16])[CH2:13][CH2:12][CH2:11][CH2:10][CH2:9]1.[H][H]. Product: [CH3:34][CH2:33][O:32][C:30]1[N:29]([CH2:35][C:36]2[CH:41]=[CH:40][C:39]([C:42]3[CH:47]=[CH:46][CH:45]=[CH:44][C:43]=3[C:48]3[N:49]=[N:50][NH:51][N:52]=3)=[CH:38][CH:37]=2)[C:28]2[C:23]([C:21]([O:20][CH:18]([O:17][C:15]([O:14][CH:8]3[CH2:9][CH2:10][CH2:11][CH2:12][CH2:13]3)=[O:16])[CH3:19])=[O:22])=[CH:24][CH:25]=[CH:26][C:27]=2[N:31]=1. The catalyst class is: 43. (2) Reactant: Cl.[CH2:2]1[O:10][C:9]2[CH:8]=[CH:7][C:6]([CH:11]3[C:15]4[NH:16][C:17]5[CH:18]=[CH:19][CH:20]=[CH:21][C:22]=5[C:23](=[O:24])[C:14]=4[CH2:13][NH:12]3)=[CH:5][C:4]=2[O:3]1.Cl[C:26]1[N:31]=[CH:30][CH:29]=[CH:28][N:27]=1.CO. Product: [N:27]1[CH:28]=[CH:29][CH:30]=[N:31][C:26]=1[N:12]1[CH2:13][C:14]2[C:23](=[O:24])[C:22]3[CH:21]=[CH:20][CH:19]=[CH:18][C:17]=3[NH:16][C:15]=2[CH:11]1[C:6]1[CH:7]=[CH:8][C:9]2[O:10][CH2:2][O:3][C:4]=2[CH:5]=1. The catalyst class is: 3. (3) Reactant: FC(F)(F)C(O)=O.C(OC([N:15]1[C:23]2[C:18](=[CH:19][C:20]([C:24]3([CH2:29][C:30]4[CH:35]=[CH:34][CH:33]=[CH:32][CH:31]=4)[CH2:28][CH2:27][NH:26][CH2:25]3)=[CH:21][CH:22]=2)[CH:17]=[C:16]1[C:36]#[N:37])=O)(C)(C)C.COC1C=CC=C(OC)C=1. Product: [CH2:29]([C:24]1([C:20]2[CH:19]=[C:18]3[C:23](=[CH:22][CH:21]=2)[NH:15][C:16]([C:36]#[N:37])=[CH:17]3)[CH2:28][CH2:27][NH:26][CH2:25]1)[C:30]1[CH:35]=[CH:34][CH:33]=[CH:32][CH:31]=1. The catalyst class is: 2. (4) Reactant: C(OC([N:8]1[C:16]2[C:11](=[CH:12][CH:13]=[C:14]([Cl:17])[CH:15]=2)/[C:10](=[CH:18]/[C:19]2[CH:24]=[C:23]([Cl:25])[CH:22]=[CH:21][C:20]=2[O:26][CH2:27][S:28]([CH3:31])(=[O:30])=[O:29])/[C:9]1=[O:32])=O)(C)(C)C.[F:33][C:34]1[CH:35]=[CH:36][C:37]([CH3:49])=[C:38]([CH:40]=[N:41][C:42]([O:44][Si](C)(C)C)=[CH2:43])[CH:39]=1. Product: [Cl:17][C:14]1[CH:15]=[C:16]2[NH:8][C:9](=[O:32])[C:10]3([CH:18]([C:19]4[CH:24]=[C:23]([Cl:25])[CH:22]=[CH:21][C:20]=4[O:26][CH2:27][S:28]([CH3:31])(=[O:30])=[O:29])[CH2:43][C:42](=[O:44])[NH:41][CH:40]3[C:38]3[CH:39]=[C:34]([F:33])[CH:35]=[CH:36][C:37]=3[CH3:49])[C:11]2=[CH:12][CH:13]=1. The catalyst class is: 11. (5) Reactant: [Br-].[N+:2]([C:5]1[CH:30]=[CH:29][C:8]([CH2:9][P+](C2C=CC=CC=2)(C2C=CC=CC=2)C2C=CC=CC=2)=[CH:7][CH:6]=1)([O-:4])=[O:3].[H-].[Na+].[CH2:33]([O:40][C:41]1[C:48]([C:49]2[C:50]([O:55][CH3:56])=[N:51][CH:52]=[CH:53][CH:54]=2)=[CH:47][C:46]([C:57]([CH3:60])([CH3:59])[CH3:58])=[CH:45][C:42]=1[CH:43]=O)[C:34]1[CH:39]=[CH:38][CH:37]=[CH:36][CH:35]=1. Product: [CH2:33]([O:40][C:41]1[C:42]([CH:43]=[CH:9][C:8]2[CH:7]=[CH:6][C:5]([N+:2]([O-:4])=[O:3])=[CH:30][CH:29]=2)=[CH:45][C:46]([C:57]([CH3:60])([CH3:59])[CH3:58])=[CH:47][C:48]=1[C:49]1[C:50]([O:55][CH3:56])=[N:51][CH:52]=[CH:53][CH:54]=1)[C:34]1[CH:35]=[CH:36][CH:37]=[CH:38][CH:39]=1. The catalyst class is: 3. (6) Reactant: [CH3:1][CH:2]([CH:4]1[CH2:9][C:8](=O)[CH2:7][CH2:6][S:5]1)[CH3:3].FC(F)(F)S(O[Si](C)(C)C)(=O)=O.[Br:23][C:24]1[CH:25]=[C:26]2[C:30](=[C:31]([C:33]([O:35][CH2:36][CH3:37])=[O:34])[CH:32]=1)[NH:29][CH:28]=[CH:27]2.C([SiH](CC)CC)C. Product: [Br:23][C:24]1[CH:25]=[C:26]2[C:30](=[C:31]([C:33]([O:35][CH2:36][CH3:37])=[O:34])[CH:32]=1)[NH:29][CH:28]=[C:27]2[CH:8]1[CH2:7][CH2:6][S:5][CH:4]([CH:2]([CH3:3])[CH3:1])[CH2:9]1. The catalyst class is: 503. (7) Reactant: [CH3:1][CH:2]([O:4][C:5]1[CH:16]=[CH:15][C:8]([C:9]([O:11]C(C)C)=[O:10])=[CH:7][C:6]=1[C:17]([F:20])([F:19])[F:18])[CH3:3].[OH-].[Na+]. Product: [CH3:3][CH:2]([O:4][C:5]1[CH:16]=[CH:15][C:8]([C:9]([OH:11])=[O:10])=[CH:7][C:6]=1[C:17]([F:18])([F:20])[F:19])[CH3:1]. The catalyst class is: 8.